This data is from Retrosynthesis with 50K atom-mapped reactions and 10 reaction types from USPTO. The task is: Predict the reactants needed to synthesize the given product. Given the product CNC(=O)c1c(-c2ccc(F)cc2)oc2cc(N(C)S(C)(=O)=O)c(-c3ccc4nnc(-c5ccc(F)cc5)n4c3)cc12, predict the reactants needed to synthesize it. The reactants are: CNC(=O)c1c(-c2ccc(F)cc2)oc2cc(N(C)S(C)(=O)=O)c(-c3ccc4nnc(Br)n4c3)cc12.OB(O)c1ccc(F)cc1.